From a dataset of NCI-60 drug combinations with 297,098 pairs across 59 cell lines. Regression. Given two drug SMILES strings and cell line genomic features, predict the synergy score measuring deviation from expected non-interaction effect. (1) Drug 1: C1CCN(CC1)CCOC2=CC=C(C=C2)C(=O)C3=C(SC4=C3C=CC(=C4)O)C5=CC=C(C=C5)O. Drug 2: CC1=C(C=C(C=C1)NC2=NC=CC(=N2)N(C)C3=CC4=NN(C(=C4C=C3)C)C)S(=O)(=O)N.Cl. Cell line: NCI/ADR-RES. Synergy scores: CSS=3.45, Synergy_ZIP=0.647, Synergy_Bliss=3.83, Synergy_Loewe=3.67, Synergy_HSA=2.24. (2) Drug 1: C1=CN(C(=O)N=C1N)C2C(C(C(O2)CO)O)O.Cl. Drug 2: CNC(=O)C1=NC=CC(=C1)OC2=CC=C(C=C2)NC(=O)NC3=CC(=C(C=C3)Cl)C(F)(F)F. Cell line: SW-620. Synergy scores: CSS=34.6, Synergy_ZIP=-2.85, Synergy_Bliss=-4.64, Synergy_Loewe=-51.6, Synergy_HSA=-8.99. (3) Drug 1: CC1=CC=C(C=C1)C2=CC(=NN2C3=CC=C(C=C3)S(=O)(=O)N)C(F)(F)F. Drug 2: C1=CC=C(C=C1)NC(=O)CCCCCCC(=O)NO. Cell line: U251. Synergy scores: CSS=3.88, Synergy_ZIP=-1.58, Synergy_Bliss=2.21, Synergy_Loewe=-13.0, Synergy_HSA=-0.0922. (4) Drug 1: C1=NC2=C(N=C(N=C2N1C3C(C(C(O3)CO)O)F)Cl)N. Drug 2: C1=CN(C=N1)CC(O)(P(=O)(O)O)P(=O)(O)O. Cell line: PC-3. Synergy scores: CSS=9.21, Synergy_ZIP=-0.263, Synergy_Bliss=4.63, Synergy_Loewe=0.334, Synergy_HSA=0.305. (5) Drug 1: CCCCC(=O)OCC(=O)C1(CC(C2=C(C1)C(=C3C(=C2O)C(=O)C4=C(C3=O)C=CC=C4OC)O)OC5CC(C(C(O5)C)O)NC(=O)C(F)(F)F)O. Drug 2: CC(C)NC(=O)C1=CC=C(C=C1)CNNC.Cl. Cell line: OVCAR-4. Synergy scores: CSS=23.9, Synergy_ZIP=-2.23, Synergy_Bliss=5.47, Synergy_Loewe=0.393, Synergy_HSA=4.52. (6) Drug 1: CC1C(C(CC(O1)OC2CC(CC3=C2C(=C4C(=C3O)C(=O)C5=C(C4=O)C(=CC=C5)OC)O)(C(=O)C)O)N)O.Cl. Drug 2: CCC1(CC2CC(C3=C(CCN(C2)C1)C4=CC=CC=C4N3)(C5=C(C=C6C(=C5)C78CCN9C7C(C=CC9)(C(C(C8N6C=O)(C(=O)OC)O)OC(=O)C)CC)OC)C(=O)OC)O.OS(=O)(=O)O. Cell line: NCIH23. Synergy scores: CSS=46.9, Synergy_ZIP=-6.49, Synergy_Bliss=4.29, Synergy_Loewe=1.90, Synergy_HSA=6.16. (7) Drug 1: CC12CCC(CC1=CCC3C2CCC4(C3CC=C4C5=CN=CC=C5)C)O. Drug 2: COC1=C(C=C2C(=C1)N=CN=C2NC3=CC(=C(C=C3)F)Cl)OCCCN4CCOCC4. Cell line: DU-145. Synergy scores: CSS=29.4, Synergy_ZIP=-3.78, Synergy_Bliss=1.32, Synergy_Loewe=-8.11, Synergy_HSA=0.641. (8) Drug 1: C1C(C(OC1N2C=NC(=NC2=O)N)CO)O. Drug 2: C1CCC(C(C1)N)N.C(=O)(C(=O)[O-])[O-].[Pt+4]. Cell line: MDA-MB-435. Synergy scores: CSS=18.9, Synergy_ZIP=-5.26, Synergy_Bliss=-2.54, Synergy_Loewe=-6.24, Synergy_HSA=-2.02. (9) Drug 1: C1CC(=O)NC(=O)C1N2C(=O)C3=CC=CC=C3C2=O. Drug 2: C1CN(P(=O)(OC1)NCCCl)CCCl. Cell line: NCI-H460. Synergy scores: CSS=-0.801, Synergy_ZIP=1.94, Synergy_Bliss=1.48, Synergy_Loewe=-0.378, Synergy_HSA=-1.20. (10) Drug 1: C1=CC(=CC=C1CCC2=CNC3=C2C(=O)NC(=N3)N)C(=O)NC(CCC(=O)O)C(=O)O. Drug 2: CC(C)(C#N)C1=CC(=CC(=C1)CN2C=NC=N2)C(C)(C)C#N. Cell line: HCC-2998. Synergy scores: CSS=32.2, Synergy_ZIP=1.32, Synergy_Bliss=1.19, Synergy_Loewe=-5.30, Synergy_HSA=1.29.